Dataset: Forward reaction prediction with 1.9M reactions from USPTO patents (1976-2016). Task: Predict the product of the given reaction. Given the reactants [CH2:1]([O:8][C:9]1[CH:14]=[CH:13][C:12]([CH:15]([S:19]([C:22]2[CH:28]=[CH:27][C:25]([CH3:26])=[CH:24][CH:23]=2)(=[O:21])=[O:20])[NH:16][CH:17]=O)=[CH:11][CH:10]=1)[C:2]1[CH:7]=[CH:6][CH:5]=[CH:4][CH:3]=1.O=P(Cl)(Cl)Cl.C(N(CC)CC)C.O, predict the reaction product. The product is: [CH2:1]([O:8][C:9]1[CH:14]=[CH:13][C:12]([CH:15]([N+:16]#[C-:17])[S:19]([C:22]2[CH:23]=[CH:24][C:25]([CH3:26])=[CH:27][CH:28]=2)(=[O:21])=[O:20])=[CH:11][CH:10]=1)[C:2]1[CH:7]=[CH:6][CH:5]=[CH:4][CH:3]=1.